Dataset: Reaction yield outcomes from USPTO patents with 853,638 reactions. Task: Predict the reaction yield, written as a fraction of the theoretical maximum amount of product (1.0 means a 100% yield; for example, 0.34 means a 34% yield). (1) The yield is 0.720. The reactants are [CH3:1][O:2][C:3]1[CH:4]=[C:5]2[C:9](=[CH:10][CH:11]=1)[NH:8][C:7](=[O:12])[C@:6]12[CH2:14][C@H:13]1[C:15]1[CH:23]=[C:22]2[C:18]([C:19]([C:24]3[CH:29]=[CH:28][C:27]([CH:30]4[CH2:35][CH2:34][N:33](C(OC(C)(C)C)=O)[CH2:32][CH2:31]4)=[CH:26][CH:25]=3)=[N:20][NH:21]2)=[CH:17][CH:16]=1.[C:43]([OH:49])([C:45]([F:48])([F:47])[F:46])=[O:44]. The product is [F:46][C:45]([F:48])([F:47])[C:43]([OH:49])=[O:44].[CH3:1][O:2][C:3]1[CH:4]=[C:5]2[C:9](=[CH:10][CH:11]=1)[NH:8][C:7](=[O:12])[C@:6]12[CH2:14][C@H:13]1[C:15]1[CH:23]=[C:22]2[C:18]([C:19]([C:24]3[CH:29]=[CH:28][C:27]([CH:30]4[CH2:35][CH2:34][NH:33][CH2:32][CH2:31]4)=[CH:26][CH:25]=3)=[N:20][NH:21]2)=[CH:17][CH:16]=1. The catalyst is C(Cl)Cl. (2) The reactants are CCN(C(C)C)C(C)C.[N:10]1[CH:15]=[CH:14][CH:13]=[CH:12][C:11]=1[N:16]1[CH:20]=[C:19]([C:21]([OH:23])=O)[N:18]=[N:17]1.C1C=CC2N(O)N=NC=2C=1.CCN=C=NCCCN(C)C.Cl.[NH2:46][CH2:47][C:48]([N:50]1[CH2:55][CH2:54][N:53]([C:56](=[O:68])[C:57]2[CH:62]=[C:61]([F:63])[CH:60]=[CH:59][C:58]=2[C:64]([F:67])([F:66])[F:65])[CH2:52][CH2:51]1)=[O:49]. The catalyst is CN(C=O)C.O. The product is [F:63][C:61]1[CH:60]=[CH:59][C:58]([C:64]([F:66])([F:65])[F:67])=[C:57]([CH:62]=1)[C:56]([N:53]1[CH2:54][CH2:55][N:50]([C:48](=[O:49])[CH2:47][NH:46][C:21]([C:19]2[N:18]=[N:17][N:16]([C:11]3[CH:12]=[CH:13][CH:14]=[CH:15][N:10]=3)[CH:20]=2)=[O:23])[CH2:51][CH2:52]1)=[O:68]. The yield is 0.807. (3) The reactants are [CH2:1]([O:3][C:4](=[O:27])[N:5]([C:13]1[CH:18]=[C:17]([C:19]([F:22])([F:21])[F:20])[N:16]=[C:15]([NH2:23])[C:14]=1[N+:24]([O-])=O)[CH2:6][C:7]1[CH:12]=[CH:11][CH:10]=[CH:9][CH:8]=1)[CH3:2]. The catalyst is C(O)C.[Pd]. The product is [CH2:1]([O:3][C:4](=[O:27])[N:5]([C:13]1[CH:18]=[C:17]([C:19]([F:22])([F:21])[F:20])[N:16]=[C:15]([NH2:23])[C:14]=1[NH2:24])[CH2:6][C:7]1[CH:12]=[CH:11][CH:10]=[CH:9][CH:8]=1)[CH3:2]. The yield is 0.600. (4) The reactants are [O:1]=[C:2]1[C:7]([C:8]#[N:9])=[C:6]([C:10]2[S:11][CH:12]=[CH:13][CH:14]=2)[CH:5]=[CH:4][NH:3]1.Br[CH2:16][CH2:17][CH:18]([CH3:20])[CH3:19]. The catalyst is C(#N)C.CCCCC.CCOCC. The product is [CH2:16]([N:3]1[CH:4]=[CH:5][C:6]([C:10]2[S:11][CH:12]=[CH:13][CH:14]=2)=[C:7]([C:8]#[N:9])[C:2]1=[O:1])[CH2:17][CH:18]([CH3:20])[CH3:19]. The yield is 0.650.